This data is from Serine/threonine kinase 33 screen with 319,792 compounds. The task is: Binary Classification. Given a drug SMILES string, predict its activity (active/inactive) in a high-throughput screening assay against a specified biological target. (1) The molecule is s1\c(n(Cc2ccc(F)cc2)c(=O)cc1C(OC)=O)=N/Cc1ccc(F)cc1. The result is 0 (inactive). (2) The compound is s1c(nnc1NC(=O)COc1c(cccc1)C)c1ccncc1. The result is 0 (inactive).